From a dataset of Catalyst prediction with 721,799 reactions and 888 catalyst types from USPTO. Predict which catalyst facilitates the given reaction. (1) Reactant: O.[OH-].[Li+].[CH3:4][C:5]([O:8][CH2:9][C@@H:10]([C:37]([O:39]C)=[O:38])[NH:11][C:12]([C:14]1[C:23]([NH:24][C:25]([NH:27][C:28]2[C:33]([CH3:34])=[CH:32][C:31]([CH3:35])=[CH:30][C:29]=2[CH3:36])=[O:26])=[CH:22][C:21]2[C:16](=[CH:17][CH:18]=[CH:19][CH:20]=2)[CH:15]=1)=[O:13])([CH3:7])[CH3:6].O.Cl. Product: [CH3:7][C:5]([O:8][CH2:9][C@@H:10]([C:37]([OH:39])=[O:38])[NH:11][C:12]([C:14]1[C:23]([NH:24][C:25]([NH:27][C:28]2[C:29]([CH3:36])=[CH:30][C:31]([CH3:35])=[CH:32][C:33]=2[CH3:34])=[O:26])=[CH:22][C:21]2[C:16](=[CH:17][CH:18]=[CH:19][CH:20]=2)[CH:15]=1)=[O:13])([CH3:4])[CH3:6]. The catalyst class is: 12. (2) Reactant: [F:1][C:2]1[CH:7]=[CH:6][C:5]([CH3:8])=[CH:4][C:3]=1[OH:9].Cl[C:11]1[CH:12]=[CH:13][C:14]([N+:26]([O-:28])=[O:27])=[C:15]([CH2:17][NH:18][C:19](=[O:25])[O:20][C:21]([CH3:24])([CH3:23])[CH3:22])[CH:16]=1.[H-].[Na+]. Product: [F:1][C:2]1[CH:7]=[CH:6][C:5]([CH3:8])=[CH:4][C:3]=1[O:9][C:11]1[CH:12]=[CH:13][C:14]([N+:26]([O-:28])=[O:27])=[C:15]([CH2:17][NH:18][C:19](=[O:25])[O:20][C:21]([CH3:24])([CH3:22])[CH3:23])[CH:16]=1. The catalyst class is: 9. (3) Reactant: [CH3:1][O:2][C:3]1[C:12]2[CH2:11][C@@H:10]([NH:13][C:14](=[O:19])[C:15]([F:18])([F:17])[F:16])[CH2:9][CH2:8][C:7]=2[C:6]([S:20](Cl)(=[O:22])=[O:21])=[CH:5][CH:4]=1.[NH:24]1[C:32]2[C:27](=[CH:28][CH:29]=[CH:30][CH:31]=2)[CH2:26][CH2:25]1.N1C=CC=CC=1. Product: [N:24]1([S:20]([C:6]2[CH:5]=[CH:4][C:3]([O:2][CH3:1])=[C:12]3[C:7]=2[CH2:8][CH2:9][C@H:10]([NH:13][C:14](=[O:19])[C:15]([F:18])([F:17])[F:16])[CH2:11]3)(=[O:22])=[O:21])[C:32]2[C:27](=[CH:28][CH:29]=[CH:30][CH:31]=2)[CH2:26][CH2:25]1. The catalyst class is: 4. (4) Reactant: [Cl:1][C:2]1[CH:3]=[C:4]([CH:19]=[CH:20][CH:21]=1)[CH2:5][O:6][C:7]1[N:12]=[C:11]([N:13]2[CH2:18][CH2:17][NH:16][CH2:15][CH2:14]2)[CH:10]=[N:9][CH:8]=1.Cl.CCCCCC. Product: [ClH:1].[Cl:1][C:2]1[CH:3]=[C:4]([CH:19]=[CH:20][CH:21]=1)[CH2:5][O:6][C:7]1[N:12]=[C:11]([N:13]2[CH2:14][CH2:15][NH:16][CH2:17][CH2:18]2)[CH:10]=[N:9][CH:8]=1. The catalyst class is: 158. (5) Reactant: [OH:1][C:2]1[CH:9]=[C:8]([O:10][CH2:11][CH2:12][CH2:13][OH:14])[CH:7]=[CH:6][C:3]=1[CH:4]=[O:5].C(=O)([O-])[O-].[K+].[K+].[CH3:21][O:22][CH2:23]Cl.O. Product: [OH:14][CH2:13][CH2:12][CH2:11][O:10][C:8]1[CH:7]=[CH:6][C:3]([CH:4]=[O:5])=[C:2]([O:1][CH2:21][O:22][CH3:23])[CH:9]=1. The catalyst class is: 21.